Dataset: Catalyst prediction with 721,799 reactions and 888 catalyst types from USPTO. Task: Predict which catalyst facilitates the given reaction. (1) Reactant: [Cl:1][C:2]1[CH:7]=[CH:6][C:5]([OH:8])=[CH:4][C:3]=1[C:9]1[C:18]2[C:13](=[C:14]([Cl:19])[CH:15]=[CH:16][CH:17]=2)[N:12]=[CH:11][N:10]=1.F[C:21]1[CH:28]=[CH:27][C:24]([C:25]#[N:26])=[C:23]([S:29]([CH3:32])(=[O:31])=[O:30])[CH:22]=1.C(=O)([O-])[O-].[K+].[K+]. Product: [Cl:1][C:2]1[CH:7]=[CH:6][C:5]([O:8][C:22]2[C:23]([S:29]([CH3:32])(=[O:30])=[O:31])=[C:24]([CH:27]=[CH:28][CH:21]=2)[C:25]#[N:26])=[CH:4][C:3]=1[C:9]1[C:18]2[C:13](=[C:14]([Cl:19])[CH:15]=[CH:16][CH:17]=2)[N:12]=[CH:11][N:10]=1. The catalyst class is: 44. (2) Reactant: [Cl:1][C:2]1[N:7]=[C:6]([Cl:8])[CH:5]=[CH:4][N:3]=1.[CH3:9][C:10]([CH3:13])([O-:12])[CH3:11].[K+].C(OCC)(=O)C. Product: [C:10]([O:12][C:2]1[N:7]=[C:6]([Cl:8])[CH:5]=[CH:4][N:3]=1)([CH3:13])([CH3:11])[CH3:9].[C:10]([O:12][C:6]1[CH:5]=[CH:4][N:3]=[C:2]([Cl:1])[N:7]=1)([CH3:13])([CH3:11])[CH3:9]. The catalyst class is: 107.